This data is from Full USPTO retrosynthesis dataset with 1.9M reactions from patents (1976-2016). The task is: Predict the reactants needed to synthesize the given product. (1) Given the product [CH3:1][O:2][C:3](=[O:29])[CH2:4][C:5]1[CH:10]=[CH:9][C:8]([CH3:11])=[C:7]([O:12][C:13]2[CH:18]=[CH:17][C:16]([NH:19][C:57](=[O:62])[C:58]([CH3:61])([CH3:60])[CH3:59])=[CH:15][C:14]=2[CH2:22][S:23][CH2:24][C:25]([F:28])([F:27])[F:26])[CH:6]=1, predict the reactants needed to synthesize it. The reactants are: [CH3:1][O:2][C:3](=[O:29])[CH2:4][C:5]1[CH:10]=[CH:9][C:8]([CH3:11])=[C:7]([O:12][C:13]2[CH:18]=[CH:17][C:16]([N+:19]([O-])=O)=[CH:15][C:14]=2[CH2:22][S:23][CH2:24][C:25]([F:28])([F:27])[F:26])[CH:6]=1.COC(=O)CC1C=CC(C)=C(OC2C=CC(N)=CC=2CSCC(F)(F)F)C=1.[C:57](Cl)(=[O:62])[C:58]([CH3:61])([CH3:60])[CH3:59]. (2) The reactants are: Br[C:2]1[CH2:6][CH2:5][O:4][N:3]=1.COC(=O)[C:10]1[CH:15]=[C:14]([OH:16])[CH:13]=[N:12][CH:11]=1.[OH-].[Li+].O1CCCC1. Given the product [N:12]1[CH:11]=[CH:10][CH:15]=[C:14]([O:16][C:2]2[CH2:6][CH2:5][O:4][N:3]=2)[CH:13]=1, predict the reactants needed to synthesize it.